Dataset: Catalyst prediction with 721,799 reactions and 888 catalyst types from USPTO. Task: Predict which catalyst facilitates the given reaction. (1) Reactant: [CH3:1][C:2]1[CH:3]=[C:4]([CH:16]=[CH:17][CH:18]=1)[NH:5][C:6]1[C:15]2[C:10](=[CH:11][CH:12]=[CH:13][CH:14]=2)[CH:9]=[N:8][N:7]=1.[O:19]1[CH2:24][O:23][CH2:22][O:21][CH2:20]1.FC(F)(F)C(O)=O.C(OO)(C)(C)C. Product: [CH3:1][C:2]1[CH:3]=[C:4]([CH:16]=[CH:17][CH:18]=1)[NH:5][C:6]1[C:15]2[C:10](=[CH:11][CH:12]=[CH:13][CH:14]=2)[C:9]([CH:20]2[O:21][CH2:22][O:23][CH2:24][O:19]2)=[N:8][N:7]=1. The catalyst class is: 10. (2) Reactant: [Cl:1][C:2]1[CH:7]=[CH:6][CH:5]=[CH:4][C:3]=1[C:8]1[O:9][C:10]2[C:15]([C:16](=[O:18])[CH:17]=1)=[C:14]([O:19][CH3:20])[CH:13]=[C:12]([O:21][CH3:22])[C:11]=2[C@@H:23]1[CH2:27][CH2:26][N:25]([CH2:28][CH2:29][CH3:30])[C@H:24]1[CH2:31][O:32]C(=O)C.[OH-].[Na+]. Product: [Cl:1][C:2]1[CH:7]=[CH:6][CH:5]=[CH:4][C:3]=1[C:8]1[O:9][C:10]2[C:15]([C:16](=[O:18])[CH:17]=1)=[C:14]([O:19][CH3:20])[CH:13]=[C:12]([O:21][CH3:22])[C:11]=2[C@@H:23]1[CH2:27][CH2:26][N:25]([CH2:28][CH2:29][CH3:30])[C@H:24]1[CH2:31][OH:32]. The catalyst class is: 5. (3) Reactant: [CH3:1][O:2][C:3]1[CH:12]=[C:11]2[C:6]([CH2:7][CH2:8][CH2:9][CH:10]2[C:13]([OH:15])=O)=[CH:5][CH:4]=1.C([O:18][CH:19](OCC)[C:20]1[CH:25]=[CH:24][C:23]([CH2:26][NH:27][C:28]2[CH:33]=[CH:32][C:31]([CH:34]([CH3:36])[CH3:35])=[CH:30][CH:29]=2)=[CH:22][CH:21]=1)C.Cl. Product: [CH:19]([C:20]1[CH:21]=[CH:22][C:23]([CH2:26][N:27]([C:28]2[CH:33]=[CH:32][C:31]([CH:34]([CH3:36])[CH3:35])=[CH:30][CH:29]=2)[C:13]([CH:10]2[C:11]3[C:6](=[CH:5][CH:4]=[C:3]([O:2][CH3:1])[CH:12]=3)[CH2:7][CH2:8][CH2:9]2)=[O:15])=[CH:24][CH:25]=1)=[O:18]. The catalyst class is: 5.